Dataset: Forward reaction prediction with 1.9M reactions from USPTO patents (1976-2016). Task: Predict the product of the given reaction. (1) Given the reactants C([O:5][C:6]([NH:8][C@H:9]([CH2:14][C:15]1[CH:20]=[CH:19][C:18]([OH:21])=[CH:17][CH:16]=1)[C:10]([O:12]C)=O)=[O:7])(C)(C)C.Br[CH2:23][CH2:24][CH2:25][O:26][Si:27]([C:30]([CH3:33])([CH3:32])[CH3:31])([CH3:29])[CH3:28], predict the reaction product. The product is: [Si:27]([O:12][CH2:10][C@H:9]1[C@H:14]([C:15]2[CH:16]=[CH:17][C:18]([O:21][CH2:23][CH2:24][CH2:25][O:26][Si:27]([C:30]([CH3:33])([CH3:32])[CH3:31])([CH3:29])[CH3:28])=[CH:19][CH:20]=2)[O:7][C:6](=[O:5])[NH:8]1)([C:30]([CH3:33])([CH3:32])[CH3:31])([CH3:29])[CH3:28]. (2) Given the reactants [OH:1][C:2]1[CH:3]=[CH:4][C:5]([CH3:8])=[N:6][CH:7]=1.[OH-].[K+].[CH3:11]I, predict the reaction product. The product is: [CH3:11][O:1][C:2]1[CH:3]=[CH:4][C:5]([CH3:8])=[N:6][CH:7]=1. (3) Given the reactants C[Si](C)(C)[O:3][C:4]1[N:13]=[C:12]([O:14][Si](C)(C)C)[C:11]2[CH2:10][CH2:9][CH2:8][CH2:7][C:6]=2[N:5]=1.Br[CH2:22][C:23]1[CH:24]=[CH:25][C:26]([F:33])=[C:27]([CH:32]=1)[C:28]([O:30][CH3:31])=[O:29].O1CCOCC1.CO, predict the reaction product. The product is: [F:33][C:26]1[CH:25]=[CH:24][C:23]([CH2:22][N:5]2[C:6]3[CH2:7][CH2:8][CH2:9][CH2:10][C:11]=3[C:12](=[O:14])[NH:13][C:4]2=[O:3])=[CH:32][C:27]=1[C:28]([O:30][CH3:31])=[O:29]. (4) Given the reactants [NH2:1][CH2:2][C:3]1([CH2:8][N:9]([CH3:27])[CH2:10][C:11]([NH:13][C:14]2[CH:19]=[CH:18][C:17]([O:20][C:21]3[CH:26]=[CH:25][CH:24]=[CH:23][CH:22]=3)=[CH:16][CH:15]=2)=[O:12])[CH2:7][CH2:6][CH2:5][CH2:4]1.[CH:28]([C:30]1[CH:39]=[CH:38][C:33]([C:34]([O:36][CH3:37])=[O:35])=[CH:32][CH:31]=1)=O.C(O[BH-](OC(=O)C)OC(=O)C)(=O)C.[Na+].[OH-].[Na+], predict the reaction product. The product is: [CH3:27][N:9]([CH2:8][C:3]1([CH2:2][NH:1][CH2:28][C:30]2[CH:39]=[CH:38][C:33]([C:34]([O:36][CH3:37])=[O:35])=[CH:32][CH:31]=2)[CH2:4][CH2:5][CH2:6][CH2:7]1)[CH2:10][C:11](=[O:12])[NH:13][C:14]1[CH:15]=[CH:16][C:17]([O:20][C:21]2[CH:22]=[CH:23][CH:24]=[CH:25][CH:26]=2)=[CH:18][CH:19]=1. (5) Given the reactants [C:1]12([C:11](Cl)=[O:12])[CH2:10][CH:5]3[CH2:6][CH:7]([CH2:9][CH:3]([CH2:4]3)[CH2:2]1)[CH2:8]2.N1C=CC=CC=1.O[NH:21][C:22](=[NH:29])[CH2:23][C:24]1[S:25][CH:26]=[CH:27][CH:28]=1, predict the reaction product. The product is: [C:1]12([C:11]3[O:12][N:29]=[C:22]([CH2:23][C:24]4[S:25][CH:26]=[CH:27][CH:28]=4)[N:21]=3)[CH2:10][CH:5]3[CH2:6][CH:7]([CH2:9][CH:3]([CH2:4]3)[CH2:2]1)[CH2:8]2. (6) Given the reactants [CH3:1][O:2][CH:3]([O:26][CH3:27])[CH2:4][C:5]1[N:6]([CH3:25])[C:7](=[O:24])[C:8]([O:15]C(=O)C2C=CC=CC=2)=[C:9]([C:11]([O:13]C)=O)[N:10]=1.COC(OC)CC#N.[F:36][C:37]1[CH:44]=[CH:43][C:40]([CH2:41][NH2:42])=[CH:39][CH:38]=1, predict the reaction product. The product is: [CH3:27][O:26][CH:3]([O:2][CH3:1])[CH2:4][C:5]1[N:6]([CH3:25])[C:7](=[O:24])[C:8]([OH:15])=[C:9]([C:11]([NH:42][CH2:41][C:40]2[CH:43]=[CH:44][C:37]([F:36])=[CH:38][CH:39]=2)=[O:13])[N:10]=1. (7) Given the reactants [CH3:1]/[C:2](=[CH:8]\[C:9]1[CH:14]=[C:13]([F:15])[C:12](F)=[C:11]([F:17])[CH:10]=1)/[C:3]([O:5][CH2:6][CH3:7])=[O:4].[C:18]1([OH:24])[CH:23]=[CH:22][CH:21]=[CH:20][CH:19]=1.C([O-])([O-])=O.[K+].[K+], predict the reaction product. The product is: [F:15][C:13]1[CH:14]=[C:9](/[CH:8]=[C:2](\[CH3:1])/[C:3]([O:5][CH2:6][CH3:7])=[O:4])[CH:10]=[C:11]([F:17])[C:12]=1[O:24][C:18]1[CH:23]=[CH:22][CH:21]=[CH:20][CH:19]=1.